From a dataset of Forward reaction prediction with 1.9M reactions from USPTO patents (1976-2016). Predict the product of the given reaction. (1) Given the reactants [Br:1][C:2]1[CH:3]=[CH:4][C:5]([O:16][CH:17]([CH3:19])[CH3:18])=[C:6]([C:8]2[CH:13]=[C:12](Cl)[N:11]=[C:10]([NH2:15])[N:9]=2)[CH:7]=1.[Cl:20][C:21]1[CH:26]=[CH:25][C:24]([NH2:27])=[CH:23][CH:22]=1, predict the reaction product. The product is: [Br:1][C:2]1[CH:3]=[CH:4][C:5]([O:16][CH:17]([CH3:19])[CH3:18])=[C:6]([C:8]2[N:9]=[C:10]([NH2:15])[N:11]=[C:12]([NH:27][C:24]3[CH:25]=[CH:26][C:21]([Cl:20])=[CH:22][CH:23]=3)[CH:13]=2)[CH:7]=1. (2) Given the reactants [CH2:1]([O:8][C:9]1[C:18](=[O:19])[N:17]2[C:12]([C:13]([CH3:21])([CH3:20])[O:14][CH2:15][CH2:16]2)=[N:11][C:10]=1[C:22]([OH:24])=O)[C:2]1[CH:7]=[CH:6][CH:5]=[CH:4][CH:3]=1.Cl.[NH2:26][CH2:27][C:28](=[O:37])[CH2:29][C:30]1[CH:35]=[CH:34][C:33]([F:36])=[CH:32][CH:31]=1.CN(C(ON1N=NC2C=CC=NC1=2)=[N+](C)C)C.F[P-](F)(F)(F)(F)F.CCN(CC)CC, predict the reaction product. The product is: [CH2:1]([O:8][C:9]1[C:18](=[O:19])[N:17]2[C:12]([C:13]([CH3:20])([CH3:21])[O:14][CH2:15][CH2:16]2)=[N:11][C:10]=1[C:22]([NH:26][CH2:27][C:28](=[O:37])[CH2:29][C:30]1[CH:35]=[CH:34][C:33]([F:36])=[CH:32][CH:31]=1)=[O:24])[C:2]1[CH:7]=[CH:6][CH:5]=[CH:4][CH:3]=1. (3) Given the reactants [CH2:1]([C:5]1[N:6]=[C:7]([CH2:27][CH3:28])[NH:8][C:9](=[O:26])[C:10]=1[CH2:11][C:12]1[CH:17]=[CH:16][C:15]([C:18]2[C:19]([C:24]#[N:25])=[CH:20][CH:21]=[CH:22][CH:23]=2)=[CH:14][CH:13]=1)[CH2:2][CH2:3][CH3:4].Br[CH2:30][C:31](=[O:36])[C:32]([CH3:35])([CH3:34])[CH3:33].C(=O)([O-])[O-].[Cs+].[Cs+], predict the reaction product. The product is: [CH2:1]([C:5]1[N:6]=[C:7]([CH2:27][CH3:28])[N:8]([CH2:30][C:31](=[O:36])[C:32]([CH3:35])([CH3:34])[CH3:33])[C:9](=[O:26])[C:10]=1[CH2:11][C:12]1[CH:17]=[CH:16][C:15]([C:18]2[C:19]([C:24]#[N:25])=[CH:20][CH:21]=[CH:22][CH:23]=2)=[CH:14][CH:13]=1)[CH2:2][CH2:3][CH3:4]. (4) Given the reactants [Si:1]([O:8][CH2:9][CH:10]([N:20]1[C:24]2[N:25]=[CH:26][N:27]=[CH:28][C:23]=2[C:22](I)=[CH:21]1)[CH2:11][O:12][Si:13]([C:16]([CH3:19])([CH3:18])[CH3:17])([CH3:15])[CH3:14])([C:4]([CH3:7])([CH3:6])[CH3:5])([CH3:3])[CH3:2].C1(C(=[N:43][C:44]2[CH:49]=[CH:48][N:47]=[C:46]([C:50](N(OC)C)=[O:51])[CH:45]=2)C2C=CC=CC=2)C=CC=CC=1, predict the reaction product. The product is: [NH2:43][C:44]1[CH:49]=[CH:48][N:47]=[C:46]([C:50]([C:22]2[C:23]3[CH:28]=[N:27][CH:26]=[N:25][C:24]=3[N:20]([CH:10]([CH2:11][O:12][Si:13]([C:16]([CH3:19])([CH3:18])[CH3:17])([CH3:15])[CH3:14])[CH2:9][O:8][Si:1]([C:4]([CH3:7])([CH3:6])[CH3:5])([CH3:3])[CH3:2])[CH:21]=2)=[O:51])[CH:45]=1. (5) Given the reactants [Br:1][C:2]1[O:3][C:4]([CH:7]([S:12][C:13]2[CH:18]=[CH:17][CH:16]=[CH:15][CH:14]=2)[CH2:8][N+:9]([O-])=O)=[CH:5][CH:6]=1.O.[OH-].[Na+], predict the reaction product. The product is: [Br:1][C:2]1[O:3][C:4]([CH:7]([S:12][C:13]2[CH:14]=[CH:15][CH:16]=[CH:17][CH:18]=2)[CH2:8][NH2:9])=[CH:5][CH:6]=1.